Dataset: Reaction yield outcomes from USPTO patents with 853,638 reactions. Task: Predict the reaction yield, written as a fraction of the theoretical maximum amount of product (1.0 means a 100% yield; for example, 0.34 means a 34% yield). (1) The reactants are [Cl:1][C:2]1[C:11]2[C:6](=[C:7](C3C=C(C(F)(F)F)C=CC=3C([O-])=O)[CH:8]=[C:9]([O:12]C)[CH:10]=2)[C:5](=[O:27])[N:4]([C:28]2[CH:33]=[CH:32][C:31]([O:34]C)=[CH:30][CH:29]=2)[CH:3]=1.ClC1C=CC=CC=1.B(Br)(Br)Br.[OH2:47]. The catalyst is CO. The product is [Cl:1][C:2]1[C:11]2[C:6](=[C:7]([OH:47])[CH:8]=[C:9]([OH:12])[CH:10]=2)[C:5](=[O:27])[N:4]([C:28]2[CH:33]=[CH:32][C:31]([OH:34])=[CH:30][CH:29]=2)[CH:3]=1. The yield is 0.761. (2) The reactants are [F:1][C:2]([F:15])([F:14])[C:3]1[CH:8]=[CH:7][CH:6]=[CH:5][C:4]=1[CH2:9][S:10](O)(=[O:12])=[O:11].C(Cl)(=O)C([Cl:19])=O. The catalyst is C1COCC1.CN(C=O)C. The product is [F:1][C:2]([F:15])([F:14])[C:3]1[CH:8]=[CH:7][CH:6]=[CH:5][C:4]=1[CH2:9][S:10]([Cl:19])(=[O:12])=[O:11]. The yield is 0.850. (3) The reactants are [Cl:1][C:2]1[C:3]([NH:18][C:19]2[CH:29]=[CH:28][CH:27]=[CH:26][C:20]=2[C:21]([NH:23][O:24][CH3:25])=[O:22])=[CH:4][C:5]([NH:8][C:9]2[N:13]([CH:14]([CH3:16])[CH3:15])[N:12]=[C:11]([CH3:17])[CH:10]=2)=[N:6][CH:7]=1.Cl.C(OCC)C. The catalyst is C(OCC)(=O)C. The product is [ClH:1].[Cl:1][C:2]1[C:3]([NH:18][C:19]2[CH:29]=[CH:28][CH:27]=[CH:26][C:20]=2[C:21]([NH:23][O:24][CH3:25])=[O:22])=[CH:4][C:5]([NH:8][C:9]2[N:13]([CH:14]([CH3:15])[CH3:16])[N:12]=[C:11]([CH3:17])[CH:10]=2)=[N:6][CH:7]=1. The yield is 0.960. (4) The reactants are [CH3:1][O:2][C:3]1[CH:8]=[CH:7][C:6]([S:9]([NH:12][C:13]2[C:22]([O:23][CH3:24])=[N:21][C:20]([O:25][CH3:26])=[CH:19][C:14]=2[C:15]([O:17][CH3:18])=[O:16])(=[O:11])=[O:10])=[CH:5][CH:4]=1.[CH2:27](Br)[C:28]1[CH:33]=[CH:32][CH:31]=[CH:30][CH:29]=1.[H-].[Na+]. The catalyst is CN(C=O)C.O. The product is [CH2:27]([N:12]([S:9]([C:6]1[CH:7]=[CH:8][C:3]([O:2][CH3:1])=[CH:4][CH:5]=1)(=[O:11])=[O:10])[C:13]1[C:22]([O:23][CH3:24])=[N:21][C:20]([O:25][CH3:26])=[CH:19][C:14]=1[C:15]([O:17][CH3:18])=[O:16])[C:28]1[CH:33]=[CH:32][CH:31]=[CH:30][CH:29]=1. The yield is 1.00. (5) The reactants are [CH3:1][N:2]1[C:6]([N+:7]([O-])=O)=[CH:5][C:4]([C:10]([O:12][CH3:13])=[O:11])=[N:3]1. The catalyst is CO.[Pd]. The product is [NH2:7][C:6]1[N:2]([CH3:1])[N:3]=[C:4]([C:10]([O:12][CH3:13])=[O:11])[CH:5]=1. The yield is 0.900.